This data is from Full USPTO retrosynthesis dataset with 1.9M reactions from patents (1976-2016). The task is: Predict the reactants needed to synthesize the given product. (1) Given the product [NH2:1][C:2]1[N:7]=[CH:6][N:5]=[C:4]([NH:8][C@H:9]([C:11]2[N:16]([C:17]3[CH:22]=[CH:21][CH:20]=[CH:19][CH:18]=3)[C:15](=[O:23])[C:14]3=[C:24]([CH3:27])[CH:25]=[CH:26][N:13]3[N:12]=2)[CH3:10])[C:3]=1[C:28]1[CH:33]=[C:32]([C:34]([F:36])([F:37])[F:35])[N:31]=[C:30]([OH:38])[CH:29]=1, predict the reactants needed to synthesize it. The reactants are: [NH2:1][C:2]1[N:7]=[CH:6][N:5]=[C:4]([NH:8][C@H:9]([C:11]2[N:16]([C:17]3[CH:22]=[CH:21][CH:20]=[CH:19][CH:18]=3)[C:15](=[O:23])[C:14]3=[C:24]([CH3:27])[CH:25]=[CH:26][N:13]3[N:12]=2)[CH3:10])[C:3]=1[C:28]1[CH:33]=[C:32]([C:34]([F:37])([F:36])[F:35])[N:31]=[C:30]([O:38]C)[CH:29]=1.B(Br)(Br)Br. (2) Given the product [CH3:13][CH2:14][CH2:15][CH:10]([NH:9][C:24](=[O:26])[C:23](=[O:27])[CH2:22][C:16]1[CH:17]=[CH:18][CH:19]=[CH:20][CH:21]=1)[CH2:11][CH2:12][CH3:30], predict the reactants needed to synthesize it. The reactants are: [CH2:13]1[CH2:14][CH2:15][CH:10]([N:9]=C=[N:9][CH:10]2[CH2:15][CH2:14][CH2:13][CH2:12][CH2:11]2)[CH2:11][CH2:12]1.[C:16]1([CH2:22][C:23](=[O:27])[C:24]([OH:26])=O)[CH:21]=[CH:20][CH:19]=[CH:18][CH:17]=1.ON1C(=O)CC[C:30]1=O.Cl. (3) Given the product [C:11]([O:15][C:16]([N:18]1[CH2:19][CH:20]2[CH:22]([CH:21]2[CH:24]=[O:25])[CH2:23]1)=[O:17])([CH3:14])([CH3:13])[CH3:12], predict the reactants needed to synthesize it. The reactants are: C(Cl)(=O)C(Cl)=O.CS(C)=O.[C:11]([O:15][C:16]([N:18]1[CH2:23][CH:22]2[CH:20]([CH:21]2[CH2:24][OH:25])[CH2:19]1)=[O:17])([CH3:14])([CH3:13])[CH3:12].C(N(CC)CC)C. (4) Given the product [Cl:1][C:2]1[CH:7]=[CH:6][C:5]([NH:8][C:9]([C:11]2[C:12]([CH3:21])=[N:13][C:14]([C:17]([F:20])([F:19])[F:18])=[CH:15][CH:16]=2)=[O:10])=[CH:4][C:3]=1[C:25]1[C:26]([CH3:32])=[CH:27][CH:28]=[CH:29][N:30]=1, predict the reactants needed to synthesize it. The reactants are: [Cl:1][C:2]1[CH:7]=[CH:6][C:5]([NH:8][C:9]([C:11]2[C:12]([CH3:21])=[N:13][C:14]([C:17]([F:20])([F:19])[F:18])=[CH:15][CH:16]=2)=[O:10])=[CH:4][C:3]=1I.[Br-].C[C:25]1[N:30]=[C:29]([Zn+])[CH:28]=[CH:27][CH:26]=1.[CH2:32]1COCC1. (5) The reactants are: [NH2:1][C@H:2]([CH2:33][CH:34]([CH3:36])[CH3:35])[CH2:3][N:4]1[C:9](=[O:10])[C:8]([C:11]2[CH:16]=[CH:15][CH:14]=[C:13]([O:17][CH3:18])[C:12]=2[Cl:19])=[CH:7][N:6]([CH2:20][C:21]2[C:26]([C:27]([F:30])([F:29])[F:28])=[CH:25][CH:24]=[CH:23][C:22]=2[F:31])[C:5]1=[O:32].C([O-])([O-])=O.[K+].[K+].Br[CH2:44][CH2:45][CH2:46][C:47]([O:49][CH2:50][CH3:51])=[O:48]. Given the product [CH2:50]([O:49][C:47]([CH2:46][CH2:45][CH2:44][NH:1][C@H:2]([CH2:33][CH:34]([CH3:36])[CH3:35])[CH2:3][N:4]1[C:9](=[O:10])[C:8]([C:11]2[CH:16]=[CH:15][CH:14]=[C:13]([O:17][CH3:18])[C:12]=2[Cl:19])=[CH:7][N:6]([CH2:20][C:21]2[C:26]([C:27]([F:28])([F:30])[F:29])=[CH:25][CH:24]=[CH:23][C:22]=2[F:31])[C:5]1=[O:32])=[O:48])[CH3:51], predict the reactants needed to synthesize it.